Dataset: Reaction yield outcomes from USPTO patents with 853,638 reactions. Task: Predict the reaction yield, written as a fraction of the theoretical maximum amount of product (1.0 means a 100% yield; for example, 0.34 means a 34% yield). The reactants are CS(OC[CH2:7][C:8]1[CH:13]=[CH:12][CH:11]=[C:10]([C:14]2[N:18]=[C:17]([C:19]3[CH:24]=[CH:23][C:22]([C:25]4[CH:30]=[CH:29][CH:28]=[CH:27][C:26]=4[CH3:31])=[C:21]([CH2:32][O:33][CH3:34])[CH:20]=3)[O:16][N:15]=2)[CH:9]=1)(=O)=O.[C:35](=O)([O-])[O-].[K+].[K+].Cl.[CH3:42][NH:43][CH2:44][C:45]([O:47][C:48]([CH3:51])([CH3:50])[CH3:49])=[O:46]. The catalyst is O1CCOCC1.C(Cl)Cl.O. The product is [CH3:34][O:33][CH2:32][C:21]1[CH:20]=[C:19]([C:17]2[O:16][N:15]=[C:14]([C:10]3[CH:9]=[C:8]([CH2:7][CH2:42][N:43]([CH3:35])[CH2:44][C:45]([O:47][C:48]([CH3:51])([CH3:50])[CH3:49])=[O:46])[CH:13]=[CH:12][CH:11]=3)[N:18]=2)[CH:24]=[CH:23][C:22]=1[C:25]1[CH:30]=[CH:29][CH:28]=[CH:27][C:26]=1[CH3:31]. The yield is 0.720.